Dataset: Catalyst prediction with 721,799 reactions and 888 catalyst types from USPTO. Task: Predict which catalyst facilitates the given reaction. (1) Reactant: [C:1]([O:5][C:6]([N:8]1[CH2:13][CH2:12][N:11]([CH:14]([C:22](=O)[NH2:23])[C:15]2[CH:20]=[CH:19][CH:18]=[CH:17][C:16]=2[Cl:21])[CH2:10][CH2:9]1)=[O:7])([CH3:4])([CH3:3])[CH3:2].CO. Product: [C:1]([O:5][C:6]([N:8]1[CH2:13][CH2:12][N:11]([CH:14]([C:15]2[CH:20]=[CH:19][CH:18]=[CH:17][C:16]=2[Cl:21])[CH2:22][NH2:23])[CH2:10][CH2:9]1)=[O:7])([CH3:4])([CH3:2])[CH3:3]. The catalyst class is: 1. (2) Reactant: C(OC([N:8]1[C:12]([CH2:13][CH2:14][CH2:15][N:16]2[CH2:21][CH2:20][N:19]([S:22]([C:25]3[S:29][C:28]4[CH:30]=[C:31]([Cl:34])[CH:32]=[CH:33][C:27]=4[CH:26]=3)(=[O:24])=[O:23])[CH2:18][C:17]2=[O:35])=[CH:11][N:10]=[CH:9]1)=O)(C)(C)C.[F:36][C:37]([F:42])([F:41])[C:38]([OH:40])=[O:39]. Product: [F:36][C:37]([F:42])([F:41])[C:38]([OH:40])=[O:39].[Cl:34][C:31]1[CH:32]=[CH:33][C:27]2[CH:26]=[C:25]([S:22]([N:19]3[CH2:20][CH2:21][N:16]([CH2:15][CH2:14][CH2:13][C:12]4[NH:8][CH:9]=[N:10][CH:11]=4)[C:17](=[O:35])[CH2:18]3)(=[O:24])=[O:23])[S:29][C:28]=2[CH:30]=1. The catalyst class is: 2. (3) Reactant: Cl[CH2:2][C:3]([NH:5][C:6]1[CH:7]=[C:8]([CH:23]=[CH:24][C:25]=1[O:26][C:27]([F:30])([F:29])[F:28])[C:9]([NH:11][C:12]1[S:13][C:14]([C:17]2[CH:22]=[CH:21][CH:20]=[CH:19][CH:18]=2)=[N:15][N:16]=1)=[O:10])=[O:4].C(N(CC)CC)C.[CH2:38]([N:40]1[CH2:45][CH2:44][NH:43][CH2:42][CH2:41]1)[CH3:39].[I-].[K+]. Product: [CH2:38]([N:40]1[CH2:45][CH2:44][N:43]([CH2:2][C:3]([NH:5][C:6]2[CH:7]=[C:8]([CH:23]=[CH:24][C:25]=2[O:26][C:27]([F:30])([F:29])[F:28])[C:9]([NH:11][C:12]2[S:13][C:14]([C:17]3[CH:22]=[CH:21][CH:20]=[CH:19][CH:18]=3)=[N:15][N:16]=2)=[O:10])=[O:4])[CH2:42][CH2:41]1)[CH3:39]. The catalyst class is: 3.